From a dataset of Full USPTO retrosynthesis dataset with 1.9M reactions from patents (1976-2016). Predict the reactants needed to synthesize the given product. (1) Given the product [Br:10][CH2:1][C:2]1[CH:7]=[CH:6][N:5]=[C:4]([S:8][CH3:9])[N:3]=1, predict the reactants needed to synthesize it. The reactants are: [CH3:1][C:2]1[CH:7]=[CH:6][N:5]=[C:4]([S:8][CH3:9])[N:3]=1.[Br:10]Br. (2) Given the product [OH:9][C:10]1[C:11](=[O:12])[C:13]2[C:14](=[CH:15][CH:16]=[CH:17][CH:18]=2)[O:8][C:1]=1[C:2]1[CH:7]=[CH:6][CH:5]=[CH:4][CH:3]=1, predict the reactants needed to synthesize it. The reactants are: [CH:1](=[O:8])[C:2]1[CH:7]=[CH:6][CH:5]=[CH:4][CH:3]=1.[OH:9][CH2:10][C:11]([C:13]1[CH:18]=[CH:17][CH:16]=[CH:15][CH:14]=1)=[O:12].[OH-].[Na+].OO.Cl. (3) Given the product [Si:1]([O:8][CH2:9][C:10]1[N:11]([CH2:34][CH2:33][C:32]([O:36][CH2:37][CH3:38])=[O:35])[C:12]2[C:17]([CH:18]=1)=[CH:16][C:15]([Cl:19])=[CH:14][C:13]=2[F:20])([C:4]([CH3:7])([CH3:6])[CH3:5])([CH3:3])[CH3:2], predict the reactants needed to synthesize it. The reactants are: [Si:1]([O:8][CH2:9][C:10]1[NH:11][C:12]2[C:17]([CH:18]=1)=[CH:16][C:15]([Cl:19])=[CH:14][C:13]=2[F:20])([C:4]([CH3:7])([CH3:6])[CH3:5])([CH3:3])[CH3:2].C(=O)([O-])[O-].[Cs+].[Cs+].CN(C)C=O.[C:32]([O:36][CH2:37][CH3:38])(=[O:35])[CH:33]=[CH2:34]. (4) Given the product [C:43]([CH2:44][NH:49][C:20]([CH:17]1[CH2:16][CH2:15][N:14]([C:11]2[N:12]=[N:13][C:8]([CH2:1][C:2]3[CH:3]=[CH:4][CH:5]=[CH:6][CH:7]=3)=[C:9]([CH3:24])[C:10]=2[CH3:23])[CH2:19][CH2:18]1)=[O:22])#[N:42], predict the reactants needed to synthesize it. The reactants are: [CH2:1]([C:8]1[N:13]=[N:12][C:11]([N:14]2[CH2:19][CH2:18][CH:17]([C:20]([OH:22])=O)[CH2:16][CH2:15]2)=[C:10]([CH3:23])[C:9]=1[CH3:24])[C:2]1[CH:7]=[CH:6][CH:5]=[CH:4][CH:3]=1.CCN(C(C)C)C(C)C.CN(C(O[N:42]1N=[N:49][C:44]2C=CC=N[C:43]1=2)=[N+](C)C)C.F[P-](F)(F)(F)(F)F.Cl.NCC#N. (5) Given the product [C:1]1([CH3:9])[CH:6]=[CH:5][CH:4]=[C:3]([N:7]2[CH:12]=[CH:13][C:14]([NH2:15])=[N:8]2)[CH:2]=1, predict the reactants needed to synthesize it. The reactants are: [C:1]1([CH3:9])[CH:6]=[CH:5][CH:4]=[C:3]([NH:7][NH2:8])[CH:2]=1.CO[CH:12]=[CH:13][C:14]#[N:15].[O-]CC.[Na+].